The task is: Predict the product of the given reaction.. This data is from Forward reaction prediction with 1.9M reactions from USPTO patents (1976-2016). (1) The product is: [N:12]1[C:13]2[C:8](=[N:7][CH:6]=[CH:5][CH:14]=2)[C:9]([O:15][C:16]2[CH:17]=[CH:18][C:19]([NH:22][C:23]3[C:32]4[C:27](=[CH:28][CH:29]=[CH:30][CH:31]=4)[C:26]([C:33]4[CH:34]=[CH:35][CH:36]=[CH:37][CH:38]=4)=[N:25][N:24]=3)=[CH:20][CH:21]=2)=[CH:10][CH:11]=1. Given the reactants C[O-].[Na+].Br[C:5]1[CH:14]=[C:13]2[C:8]([C:9]([O:15][C:16]3[CH:21]=[CH:20][C:19]([NH:22][C:23]4[C:32]5[C:27](=[CH:28][CH:29]=[CH:30][CH:31]=5)[C:26]([C:33]5[CH:38]=[CH:37][CH:36]=[CH:35][CH:34]=5)=[N:25][N:24]=4)=[CH:18][CH:17]=3)=[CH:10][CH:11]=[N:12]2)=[N:7][CH:6]=1, predict the reaction product. (2) Given the reactants C(NC(C)C)(C)C.[Cl:8][C:9]1[CH:10]=[N:11][CH:12]=[C:13]([Cl:16])[C:14]=1[CH3:15].[CH:17]1([C:20]2[CH:32]=[C:23]3[C:24]([CH:30]=[O:31])=[CH:25][CH:26]=[C:27]([O:28][CH3:29])[N:22]3[N:21]=2)[CH2:19][CH2:18]1.[Cl-].[NH4+], predict the reaction product. The product is: [CH:17]1([C:20]2[CH:32]=[C:23]3[C:24]([CH:30]([OH:31])[CH2:15][C:14]4[C:13]([Cl:16])=[CH:12][N:11]=[CH:10][C:9]=4[Cl:8])=[CH:25][CH:26]=[C:27]([O:28][CH3:29])[N:22]3[N:21]=2)[CH2:18][CH2:19]1. (3) Given the reactants [S:1]1[C:5]2[CH:6]=[CH:7][CH:8]=[C:9]([O:10][C:11]3[CH:16]=[CH:15][C:14]([NH:17][C:18]4[C:19]5[N:26]([CH2:27][CH2:28][NH:29][C:30](=[O:36])[C:31]([CH3:35])([CH3:34])[CH2:32][OH:33])[CH:25]=[CH:24][C:20]=5[N:21]=[CH:22][N:23]=4)=[CH:13][C:12]=3[Cl:37])[C:4]=2[CH:3]=[CH:2]1.O.[S:39]([C:43]1[CH:49]=[CH:48][C:46]([CH3:47])=[CH:45][CH:44]=1)([OH:42])(=[O:41])=[O:40].C(OCC)(=O)C, predict the reaction product. The product is: [S:39]([C:43]1[CH:49]=[CH:48][C:46]([CH3:47])=[CH:45][CH:44]=1)([OH:42])(=[O:41])=[O:40].[S:1]1[C:5]2[CH:6]=[CH:7][CH:8]=[C:9]([O:10][C:11]3[CH:16]=[CH:15][C:14]([NH:17][C:18]4[C:19]5[N:26]([CH2:27][CH2:28][NH:29][C:30](=[O:36])[C:31]([CH3:35])([CH3:34])[CH2:32][OH:33])[CH:25]=[CH:24][C:20]=5[N:21]=[CH:22][N:23]=4)=[CH:13][C:12]=3[Cl:37])[C:4]=2[CH:3]=[CH:2]1. (4) The product is: [CH3:13][C:3]1[CH:4]=[C:5]([CH:11]=[CH:12][C:2]=1[C:15]#[C:14][Si:16]([CH2:21][CH3:22])([CH2:19][CH3:20])[CH2:17][CH3:18])[C:6]([O:8][CH2:9][CH3:10])=[O:7]. Given the reactants Br[C:2]1[CH:12]=[CH:11][C:5]([C:6]([O:8][CH2:9][CH3:10])=[O:7])=[CH:4][C:3]=1[CH3:13].[CH2:14]([Si:16]([CH2:21][CH3:22])([CH2:19][CH3:20])[C:17]#[CH:18])[CH3:15].C(N(CC)CC)C, predict the reaction product. (5) Given the reactants [Br:1][C:2]1[CH:3]=[C:4]([OH:19])[CH:5]=[C:6]([O:8][C:9]2[CH:14]=[CH:13][C:12]([S:15]([CH3:18])(=[O:17])=[O:16])=[CH:11][CH:10]=2)[CH:7]=1.[CH3:20][O:21][CH2:22][C@H:23](O)[CH3:24].C1(P(C2C=CC=CC=2)C2C=CC=CC=2)C=CC=CC=1.N(C(OCC)=O)=NC(OCC)=O, predict the reaction product. The product is: [Br:1][C:2]1[CH:7]=[C:6]([O:8][C:9]2[CH:10]=[CH:11][C:12]([S:15]([CH3:18])(=[O:16])=[O:17])=[CH:13][CH:14]=2)[CH:5]=[C:4]([O:19][C@@H:23]([CH3:24])[CH2:22][O:21][CH3:20])[CH:3]=1. (6) Given the reactants [O:1]=[C:2]1[C:11]([CH2:12][N:13]2[CH2:18][CH2:17][C:16]3([C:26]4[C:21](=[CH:22][CH:23]=[CH:24][CH:25]=4)[CH2:20][CH2:19]3)[CH2:15][CH2:14]2)=[CH:10][C:9]2[C:4](=[CH:5][CH:6]=[CH:7][CH:8]=2)[NH:3]1.[H-].[Na+].I[CH3:30], predict the reaction product. The product is: [CH3:30][N:3]1[C:4]2[C:9](=[CH:8][CH:7]=[CH:6][CH:5]=2)[CH:10]=[C:11]([CH2:12][N:13]2[CH2:14][CH2:15][C:16]3([C:26]4[C:21](=[CH:22][CH:23]=[CH:24][CH:25]=4)[CH2:20][CH2:19]3)[CH2:17][CH2:18]2)[C:2]1=[O:1].